Dataset: NCI-60 drug combinations with 297,098 pairs across 59 cell lines. Task: Regression. Given two drug SMILES strings and cell line genomic features, predict the synergy score measuring deviation from expected non-interaction effect. (1) Cell line: COLO 205. Drug 1: CC12CCC(CC1=CCC3C2CCC4(C3CC=C4C5=CN=CC=C5)C)O. Synergy scores: CSS=-2.75, Synergy_ZIP=-0.879, Synergy_Bliss=-4.49, Synergy_Loewe=-9.95, Synergy_HSA=-8.31. Drug 2: CC1=C(N=C(N=C1N)C(CC(=O)N)NCC(C(=O)N)N)C(=O)NC(C(C2=CN=CN2)OC3C(C(C(C(O3)CO)O)O)OC4C(C(C(C(O4)CO)O)OC(=O)N)O)C(=O)NC(C)C(C(C)C(=O)NC(C(C)O)C(=O)NCCC5=NC(=CS5)C6=NC(=CS6)C(=O)NCCC[S+](C)C)O. (2) Drug 1: C1=C(C(=O)NC(=O)N1)N(CCCl)CCCl. Drug 2: CC1=CC=C(C=C1)C2=CC(=NN2C3=CC=C(C=C3)S(=O)(=O)N)C(F)(F)F. Cell line: MDA-MB-231. Synergy scores: CSS=13.6, Synergy_ZIP=-4.01, Synergy_Bliss=-3.51, Synergy_Loewe=-5.56, Synergy_HSA=-3.63. (3) Drug 1: C1CN1P(=S)(N2CC2)N3CC3. Drug 2: CCC1=C2CN3C(=CC4=C(C3=O)COC(=O)C4(CC)O)C2=NC5=C1C=C(C=C5)O. Cell line: HL-60(TB). Synergy scores: CSS=71.6, Synergy_ZIP=8.32, Synergy_Bliss=8.65, Synergy_Loewe=-17.3, Synergy_HSA=0.376. (4) Drug 1: CCCS(=O)(=O)NC1=C(C(=C(C=C1)F)C(=O)C2=CNC3=C2C=C(C=N3)C4=CC=C(C=C4)Cl)F. Drug 2: CCC1=CC2CC(C3=C(CN(C2)C1)C4=CC=CC=C4N3)(C5=C(C=C6C(=C5)C78CCN9C7C(C=CC9)(C(C(C8N6C)(C(=O)OC)O)OC(=O)C)CC)OC)C(=O)OC.C(C(C(=O)O)O)(C(=O)O)O. Cell line: U251. Synergy scores: CSS=34.8, Synergy_ZIP=0.855, Synergy_Bliss=3.48, Synergy_Loewe=-11.8, Synergy_HSA=4.33. (5) Drug 2: CN(C)N=NC1=C(NC=N1)C(=O)N. Drug 1: CS(=O)(=O)C1=CC(=C(C=C1)C(=O)NC2=CC(=C(C=C2)Cl)C3=CC=CC=N3)Cl. Cell line: HCT-15. Synergy scores: CSS=15.5, Synergy_ZIP=-0.185, Synergy_Bliss=6.18, Synergy_Loewe=4.01, Synergy_HSA=4.89. (6) Drug 1: COC1=CC(=CC(=C1O)OC)C2C3C(COC3=O)C(C4=CC5=C(C=C24)OCO5)OC6C(C(C7C(O6)COC(O7)C8=CC=CS8)O)O. Drug 2: C(CN)CNCCSP(=O)(O)O. Cell line: OVCAR-5. Synergy scores: CSS=16.9, Synergy_ZIP=-4.37, Synergy_Bliss=0.110, Synergy_Loewe=-68.9, Synergy_HSA=-2.02. (7) Drug 1: CN(C(=O)NC(C=O)C(C(C(CO)O)O)O)N=O. Drug 2: C1CN(P(=O)(OC1)NCCCl)CCCl. Cell line: NCI/ADR-RES. Synergy scores: CSS=3.83, Synergy_ZIP=-3.46, Synergy_Bliss=-6.45, Synergy_Loewe=-3.14, Synergy_HSA=-5.21.